From a dataset of Full USPTO retrosynthesis dataset with 1.9M reactions from patents (1976-2016). Predict the reactants needed to synthesize the given product. (1) Given the product [CH2:1]([O:4][CH2:5][C:6]1[C:10]2[N:11]([CH3:27])[CH:12]=[C:13]([C:16]([NH:18][CH2:19][C:20]3[CH:25]=[CH:24][C:23]([Cl:26])=[CH:22][CH:21]=3)=[O:17])[C:14](=[O:15])[C:9]=2[S:8][C:7]=1[CH2:28][OH:29])[CH:2]=[CH2:3], predict the reactants needed to synthesize it. The reactants are: [CH2:1]([O:4][CH2:5][C:6]1[C:10]2[N:11]([CH3:27])[CH:12]=[C:13]([C:16]([NH:18][CH2:19][C:20]3[CH:25]=[CH:24][C:23]([Cl:26])=[CH:22][CH:21]=3)=[O:17])[C:14](=[O:15])[C:9]=2[S:8][C:7]=1[CH:28]=[O:29])[CH:2]=[CH2:3].C(O)(=O)C.C(O[BH-](OC(=O)C)OC(=O)C)(=O)C.[Na+]. (2) The reactants are: [C:1]([O:5][C:6]([N:8]1[CH:12]([CH:13]=[C:14]([P:16]([O:21][CH2:22][CH3:23])([O:18][CH2:19][CH3:20])=[O:17])[F:15])[CH2:11][O:10]C1(C)C)=[O:7])([CH3:4])([CH3:3])[CH3:2].C(OC(=O)NC(C)(C1NC(C2C=CC(CCCCCCCC)=CC=2)=CN=1)COP(OC(C)(C)C)(OC(C)(C)C)=O)(C)(C)C. Given the product [CH2:19]([O:18][P:16]([C:14]([F:15])=[CH:13][CH:12]([NH:8][C:6]([O:5][C:1]([CH3:2])([CH3:4])[CH3:3])=[O:7])[CH2:11][OH:10])(=[O:17])[O:21][CH2:22][CH3:23])[CH3:20], predict the reactants needed to synthesize it. (3) Given the product [CH3:11][N:8]([C:7]1[CH:6]=[CH:31][C:30]2[CH:34]=[C:26]([C:99]([CH:98]=[CH2:97])=[O:46])[CH:27]=[CH:28][C:29]=2[CH:63]=1)[CH3:10], predict the reactants needed to synthesize it. The reactants are: [I-].C(S[CH2:6][CH2:7][N+:8]([CH3:11])([CH3:10])C)(=O)C.[N+]([C:29]1[CH:28]=[CH:27][C:26](SS[C:26]2[CH:27]=[CH:28][C:29]([N+]([O-])=O)=[C:30]([CH:34]=2)[C:31](O)=O)=[CH:34][C:30]=1[C:31](O)=O)([O-])=O.SC[C@H]([C@@H](CS)O)O.[OH2:46].Cl.NC1C2C(N=C3C=1CCCC3)=CC=CC=2.[CH3:63][N+](C1C=CC(CCC(CCC2C=CC([N+](CC=C)(C)C)=CC=2)=O)=CC=1)(CC=C)C.C[N+]([CH2:97][CH2:98][CH2:99]CCCCCCC[N+](C)(C)C)(C)C.CC[N+](C1C=CC=C(O)C=1)(C)C.C[N+](C1C=C(C(=O)CC(F)(F)F)C=CC=1)(C)C.C/C=C1/[C@H]2C=C(C)C[C@]/1(N)C1C=CC(NC=1C2)=O. (4) Given the product [CH3:23][O:22][C:20](=[O:21])[CH2:19][C:18]1[C:9]2[C:10]([CH3:15])=[CH:11][C:12]([O:13][CH3:14])=[C:7]([F:6])[C:8]=2[S:16][CH:17]=1, predict the reactants needed to synthesize it. The reactants are: S(O)(C)(=O)=O.[F:6][C:7]1[C:12]([O:13][CH3:14])=[CH:11][C:10]([CH3:15])=[CH:9][C:8]=1[S:16][CH2:17][C:18](=O)[CH2:19][C:20]([O:22][CH3:23])=[O:21].